This data is from Drug half-life prediction data from Obach et al.. The task is: Regression/Classification. Given a drug SMILES string, predict its absorption, distribution, metabolism, or excretion properties. Task type varies by dataset: regression for continuous measurements (e.g., permeability, clearance, half-life) or binary classification for categorical outcomes (e.g., BBB penetration, CYP inhibition). For this dataset (half_life_obach), we predict log10(half-life) (log10 of half-life in hours). (1) The molecule is CN(Cc1cnc2nc(N)nc(N)c2n1)c1ccc(C(=O)N[C@@H](CCC(=O)O)C(=O)O)cc1. The log10(half-life) is 0.590. (2) The compound is CN1C(=O)CN=C(c2ccccc2)c2cc(Cl)ccc21. The log10(half-life) is 1.62. (3) The compound is CO[C@H]1C[C@@H]2CC[C@@H](C)[C@@](O)(O2)C(=O)C(=O)N2CCCC[C@H]2C(=O)O[C@H]([C@H](C)C[C@@H]2CC[C@@H](OC(=O)C(C)(CO)CO)[C@H](OC)C2)CC(=O)[C@H](C)/C=C(\C)[C@@H](O)[C@@H](OC)C(=O)[C@H](C)C[C@H](C)/C=C/C=C/C=C/1C. The log10(half-life) is 1.26. (4) The drug is CNCCC=C1c2ccccc2CCc2ccccc21. The log10(half-life) is 1.48. (5) The compound is CN(C(=O)c1c(O)c2ccccc2n(C)c1=O)c1ccccc1. The log10(half-life) is 1.49. (6) The drug is Cc1cc(O)c2c(=O)c3c(O)cc(O)c4c5c(O)cc(O)c6c(=O)c7c(O)cc(CO)c8c1c2c(c34)c(c65)c78. The log10(half-life) is 1.30. (7) The molecule is CCO[C@@H](Cc1ccc(OCCc2ccc(OS(C)(=O)=O)cc2)cc1)C(=O)O. The log10(half-life) is 1.65. (8) The compound is NC(=O)c1ncn([C@@H]2O[C@H](CO)[C@@H](O)[C@H]2O)n1. The log10(half-life) is 1.65.